This data is from Forward reaction prediction with 1.9M reactions from USPTO patents (1976-2016). The task is: Predict the product of the given reaction. (1) The product is: [Cl:1][C:2]1[CH:3]=[C:4]2[C:8](=[C:9]([F:11])[CH:10]=1)[NH:7][CH:6]=[C:5]2[CH2:19][CH2:20][NH:21][C:22](=[O:37])[C:23]1[CH:24]=[CH:25][C:26]([CH2:29][C:30]2[CH:35]=[CH:34][CH:33]=[C:32]([F:36])[CH:31]=2)=[CH:27][CH:28]=1. Given the reactants [Cl:1][C:2]1[CH:3]=[C:4]2[C:8](=[C:9]([F:11])[CH:10]=1)[NH:7][C:6]([Si](CC)(CC)CC)=[C:5]2[CH2:19][CH2:20][NH:21][C:22](=[O:37])[C:23]1[CH:28]=[CH:27][C:26]([CH2:29][C:30]2[CH:35]=[CH:34][CH:33]=[C:32]([F:36])[CH:31]=2)=[CH:25][CH:24]=1, predict the reaction product. (2) Given the reactants O[C:2]1[CH:10]=[C:9]2[C:5]([C:6]([CH2:11][C:12]([NH:14][CH:15]([C:23]3[C:28](C4C=CC=CC=4C)=[CH:27][CH:26]=[CH:25][N:24]=3)CC3C=CC=CC=3)=[O:13])=[CH:7][NH:8]2)=[CH:4][CH:3]=1.[CH3:36][O:37][C:38]1[CH:43]=[CH:42][C:41](B(O)O)=[C:40]([CH3:47])[CH:39]=1.C1(C)C=CC=CC=1B(O)[OH:55].[F:58][C:59]1[CH:60]=[C:61]([CH:65]=[C:66]([F:68])[CH:67]=1)[CH2:62][Mg]Cl.C([Mg]Cl)C1C=CC=CC=1, predict the reaction product. The product is: [F:58][C:59]1[CH:60]=[C:61]([CH2:62][CH:15]([NH:14][C:12](=[O:13])[CH2:11][C:6]2[C:5]3[C:9](=[CH:10][CH:2]=[C:3]([OH:55])[CH:4]=3)[NH:8][CH:7]=2)[C:23]2[C:28]([C:41]3[CH:42]=[CH:43][C:38]([O:37][CH3:36])=[CH:39][C:40]=3[CH3:47])=[CH:27][CH:26]=[CH:25][N:24]=2)[CH:65]=[C:66]([F:68])[CH:67]=1. (3) Given the reactants [Cl:1][C:2]1[CH:3]=[C:4]([CH:17]=[CH:18][C:19]=1[Cl:20])[CH2:5][O:6][C:7]1[CH:16]=[CH:15][C:10]([C:11]([O:13]C)=[O:12])=[CH:9][CH:8]=1.[OH-].[Li+], predict the reaction product. The product is: [Cl:1][C:2]1[CH:3]=[C:4]([CH:17]=[CH:18][C:19]=1[Cl:20])[CH2:5][O:6][C:7]1[CH:16]=[CH:15][C:10]([C:11]([OH:13])=[O:12])=[CH:9][CH:8]=1.